This data is from Full USPTO retrosynthesis dataset with 1.9M reactions from patents (1976-2016). The task is: Predict the reactants needed to synthesize the given product. Given the product [N:39]1([CH2:47][CH2:48][O:1][C:2]2[CH:3]=[CH:4][C:5]([CH2:6][N:8]([CH:34]([CH3:36])[CH3:35])[C:9]3[CH:14]=[C:13]([O:15][CH3:16])[CH:12]=[CH:11][C:10]=3[CH:17]3[CH2:26][CH2:25][C:24]4[CH:23]=[C:22]([OH:27])[CH:21]=[CH:20][C:19]=4[CH2:18]3)=[CH:37][CH:38]=2)[CH2:46][CH2:45][CH2:44][CH2:43][CH2:42][CH2:41][CH2:40]1, predict the reactants needed to synthesize it. The reactants are: [OH:1][C:2]1[CH:38]=[CH:37][C:5]([C:6]([N:8]([CH:34]([CH3:36])[CH3:35])[C:9]2[CH:14]=[C:13]([O:15][CH3:16])[CH:12]=[CH:11][C:10]=2[CH:17]2[CH2:26][CH2:25][C:24]3[CH:23]=[C:22]([O:27]C(=O)C(C)(C)C)[CH:21]=[CH:20][C:19]=3[CH2:18]2)=O)=[CH:4][CH:3]=1.[N:39]1([C:47](=O)[CH2:48]Cl)[CH2:46][CH2:45][CH2:44][CH2:43][CH2:42][CH2:41][CH2:40]1.